This data is from Reaction yield outcomes from USPTO patents with 853,638 reactions. The task is: Predict the reaction yield, written as a fraction of the theoretical maximum amount of product (1.0 means a 100% yield; for example, 0.34 means a 34% yield). (1) The reactants are [F:1][C:2]1[CH:7]=[C:6]([F:8])[CH:5]=[CH:4][C:3]=1[NH2:9].N1C=CC=CC=1.Cl[C:17]([O:19][CH2:20][C:21]1[CH:26]=[CH:25][CH:24]=[CH:23][CH:22]=1)=[O:18]. The catalyst is ClCCl. The product is [CH2:20]([O:19][C:17](=[O:18])[NH:9][C:3]1[CH:4]=[CH:5][C:6]([F:8])=[CH:7][C:2]=1[F:1])[C:21]1[CH:26]=[CH:25][CH:24]=[CH:23][CH:22]=1. The yield is 0.850. (2) The reactants are [C:1]([C@H:4]1[CH2:9][CH2:8][C@@H:7]([CH3:10])[CH2:6][C@@H:5]1[OH:11])(C)=[CH2:2].[O:12]=[O+][O-].O=O. The catalyst is C(Cl)Cl.CO. The product is [OH:11][C@H:5]1[CH2:6][C@H:7]([CH3:10])[CH2:8][CH2:9][C@H:4]1[C:1](=[O:12])[CH3:2]. The yield is 0.670.